The task is: Predict which catalyst facilitates the given reaction.. This data is from Catalyst prediction with 721,799 reactions and 888 catalyst types from USPTO. (1) The catalyst class is: 91. Product: [CH3:1][O:2][C:3]([C:5]1[N:40]([C:44]2[CH:43]=[CH:48][CH:47]=[CH:46][CH:45]=2)[C:7]2[C:12]([C:13](=[O:25])[C:14]=1[CH2:15][C:16]1[CH:17]=[N:18][C:19]([C:22](=[O:23])[NH:62][CH2:60][CH3:61])=[CH:20][CH:21]=1)=[CH:11][CH:10]=[C:9]([CH3:26])[N:8]=2)=[O:4]. Reactant: [CH3:1][O:2][C:3]([C:5]1N(C2C=CC=CC=2)[C:7]2[C:12]([C:13](=[O:25])[C:14]=1[CH2:15][C:16]1[CH:17]=[N:18][C:19]([C:22](O)=[O:23])=[CH:20][CH:21]=1)=[CH:11][CH:10]=[C:9]([CH3:26])[N:8]=2)=[O:4].F[P-](F)(F)(F)(F)F.[N:40]1(O[P+](N(C)C)(N(C)C)N(C)C)[C:44]2[CH:45]=[CH:46][CH:47]=[CH:48][C:43]=2N=N1.[CH2:60]([NH2:62])[CH3:61].CCN(C(C)C)C(C)C. (2) Reactant: [F:1][C:2]([F:13])([F:12])[C:3]1[N:4]=[CH:5][C:6]([C:9]([OH:11])=O)=[N:7][CH:8]=1.ClC(N(C)C)=C(C)C.C(N(C(C)C)C(C)C)C.[C:31]([O:35][C:36]([N:38]1[CH2:43][CH2:42][O:41][C@H:40]([C:44]2[CH:49]=[CH:48][C:47]([NH2:50])=[CH:46][C:45]=2[C:51]#[N:52])[CH2:39]1)=[O:37])([CH3:34])([CH3:33])[CH3:32]. Product: [C:31]([O:35][C:36]([N:38]1[CH2:43][CH2:42][O:41][C@H:40]([C:44]2[CH:49]=[CH:48][C:47]([NH:50][C:9]([C:6]3[CH:5]=[N:4][C:3]([C:2]([F:1])([F:13])[F:12])=[CH:8][N:7]=3)=[O:11])=[CH:46][C:45]=2[C:51]#[N:52])[CH2:39]1)=[O:37])([CH3:34])([CH3:32])[CH3:33]. The catalyst class is: 139. (3) Reactant: [CH:1]1([CH:7]([NH:23][C:24]([C:26]2[CH:31]=[N:30][CH:29]=[CH:28][N:27]=2)=[O:25])[CH:8]([NH:13][CH:14]([C:19]([CH3:22])([CH3:21])[CH3:20])[C:15]([O:17]C)=[O:16])[C:9]([F:12])([F:11])[F:10])[CH2:6][CH2:5][CH2:4][CH2:3][CH2:2]1.C[Si](C)(C)[O-].[K+]. Product: [CH:1]1([CH:7]([NH:23][C:24]([C:26]2[CH:31]=[N:30][CH:29]=[CH:28][N:27]=2)=[O:25])[CH:8]([NH:13][CH:14]([C:19]([CH3:22])([CH3:21])[CH3:20])[C:15]([OH:17])=[O:16])[C:9]([F:11])([F:12])[F:10])[CH2:6][CH2:5][CH2:4][CH2:3][CH2:2]1. The catalyst class is: 54. (4) Reactant: [O:1]1[CH2:6][CH2:5][CH:4]([N:7]([CH2:15][C:16]2[CH:21]=[CH:20][CH:19]=[C:18]([O:22][C:23]([F:26])([F:25])[F:24])[CH:17]=2)[C:8]([C:10]2[N:14]=[CH:13][NH:12][N:11]=2)=[O:9])[CH2:3][CH2:2]1.[H-].[Na+].CI.[C:31](=O)([O-])O.[Na+]. Product: [CH3:31][N:12]1[CH:13]=[N:14][C:10]([C:8]([N:7]([CH:4]2[CH2:3][CH2:2][O:1][CH2:6][CH2:5]2)[CH2:15][C:16]2[CH:21]=[CH:20][CH:19]=[C:18]([O:22][C:23]([F:26])([F:24])[F:25])[CH:17]=2)=[O:9])=[N:11]1. The catalyst class is: 3. (5) Reactant: [Br:1][C:2]1[CH:3]=[C:4]2[C:8](=[CH:9][CH:10]=1)[NH:7][CH:6]=[C:5]2[C:11]([OH:13])=O.C(N=C=[N:18][CH2:19][CH2:20][CH2:21][N:22]([CH3:24])C)C.[C:25]([O:28][CH2:29]C)(=[O:27])C. Product: [Br:1][C:2]1[CH:10]=[C:9]2[C:24](=[CH:4][CH:3]=1)[NH:22][CH:21]=[C:20]2[CH:19]([NH:18][C:11]([C:5]1[C:4]2[C:8](=[CH:9][CH:10]=[C:2]([Br:1])[CH:3]=2)[NH:7][CH:6]=1)=[O:13])[C:25]([O:28][CH3:29])=[O:27]. The catalyst class is: 1.